This data is from Catalyst prediction with 721,799 reactions and 888 catalyst types from USPTO. The task is: Predict which catalyst facilitates the given reaction. Reactant: S(Br)([Br:3])=O.[C:5]([OH:14])(=O)[CH2:6][CH2:7][CH2:8][CH2:9][CH2:10][CH2:11][CH3:12]. Product: [C:5]([Br:3])(=[O:14])[CH2:6][CH2:7][CH2:8][CH2:9][CH2:10][CH2:11][CH3:12]. The catalyst class is: 6.